Dataset: Forward reaction prediction with 1.9M reactions from USPTO patents (1976-2016). Task: Predict the product of the given reaction. (1) Given the reactants [CH3:1][O:2][C:3]1[CH:4]=[CH:5][C:6]2[O:11][CH2:10][C:9](=[O:12])[NH:8][C:7]=2[CH:13]=1.Br[CH2:15][C@@H:16]([CH3:26])[CH2:17][O:18][Si:19]([C:22]([CH3:25])([CH3:24])[CH3:23])([CH3:21])[CH3:20].C([O-])([O-])=O.[Cs+].[Cs+], predict the reaction product. The product is: [Si:19]([O:18][CH2:17][C@@H:16]([CH3:26])[CH2:15][N:8]1[C:7]2[CH:13]=[C:3]([O:2][CH3:1])[CH:4]=[CH:5][C:6]=2[O:11][CH2:10][C:9]1=[O:12])([C:22]([CH3:23])([CH3:24])[CH3:25])([CH3:20])[CH3:21]. (2) Given the reactants C(OC([N:8]1[CH2:12][CH2:11][C@H:10]([N:13]([CH3:26])[S:14]([C:17]2[CH:22]=[CH:21][CH:20]=[CH:19][C:18]=2[N+:23]([O-:25])=[O:24])(=[O:16])=[O:15])[CH2:9]1)=O)(C)(C)C.FC(F)(F)C(O)=O, predict the reaction product. The product is: [CH3:26][N:13]([C@H:10]1[CH2:11][CH2:12][NH:8][CH2:9]1)[S:14]([C:17]1[CH:22]=[CH:21][CH:20]=[CH:19][C:18]=1[N+:23]([O-:25])=[O:24])(=[O:15])=[O:16]. (3) The product is: [NH2:47][C:45]1[C:44]2[C:39](=[CH:40][CH:41]=[C:42]([NH:48][C:5]([NH:20][CH2:19][C:18]3[CH:21]=[CH:22][C:15]([C:14]([F:23])([F:24])[F:13])=[CH:16][CH:17]=3)=[O:11])[CH:43]=2)[N:38]=[C:37]([CH2:34][CH2:35][CH3:36])[CH:46]=1. Given the reactants ClC(Cl)(O[C:5](=[O:11])OC(Cl)(Cl)Cl)Cl.[F:13][C:14]([F:24])([F:23])[C:15]1[CH:22]=[CH:21][C:18]([CH2:19][NH2:20])=[CH:17][CH:16]=1.C(N(CC)C(C)C)(C)C.[CH2:34]([C:37]1[CH:46]=[C:45]([NH2:47])[C:44]2[C:39](=[CH:40][CH:41]=[C:42]([NH2:48])[CH:43]=2)[N:38]=1)[CH2:35][CH3:36], predict the reaction product. (4) Given the reactants [CH3:1][O:2][C:3]1[CH:4]=[C:5]([CH:9]=[C:10]([N+:14]([O-:16])=[O:15])[C:11]=1[O:12][CH3:13])[C:6]([OH:8])=O.[F:17][C:18]([F:30])([F:29])[C:19]1[N:28]=[CH:27][CH:26]=[CH:25][C:20]=1[C:21]([NH:23][NH2:24])=[O:22].O, predict the reaction product. The product is: [CH3:1][O:2][C:3]1[CH:4]=[C:5]([CH:9]=[C:10]([N+:14]([O-:16])=[O:15])[C:11]=1[O:12][CH3:13])[C:6]([NH:24][NH:23][C:21](=[O:22])[C:20]1[CH:25]=[CH:26][CH:27]=[N:28][C:19]=1[C:18]([F:17])([F:29])[F:30])=[O:8]. (5) The product is: [CH3:16][O:17][C:18]([C@H:20]1[CH2:25][CH2:24][C@H:23]([C:26]2[NH:2][CH:3]=[C:4]([C:6]3[CH:11]=[CH:10][CH:9]=[C:8]([C:12]([F:15])([F:14])[F:13])[CH:7]=3)[N:31]=2)[CH2:22][CH2:21]1)=[O:19]. Given the reactants Cl.[NH2:2][CH2:3][C:4]([C:6]1[CH:11]=[CH:10][CH:9]=[C:8]([C:12]([F:15])([F:14])[F:13])[CH:7]=1)=O.[CH3:16][O:17][C:18]([C@H:20]1[CH2:25][CH2:24][C@H:23]([C:26](O)=O)[CH2:22][CH2:21]1)=[O:19].C([N:31](CC)CC)C.F[P-](F)(F)(F)(F)F.N1(O[P+](N(C)C)(N(C)C)N(C)C)C2C=CC=CC=2N=N1, predict the reaction product. (6) Given the reactants [N:1]1([C:6]2[C:11]([CH2:12][NH2:13])=[CH:10][CH:9]=[C:8]([C:14]([F:17])([F:16])[F:15])[N:7]=2)[CH2:5][CH2:4][CH2:3][CH2:2]1.C1N=CN([C:23]([N:25]2C=N[CH:27]=[CH:26]2)=[O:24])C=1.NC1C2[O:37][CH2:38][C:39](=[O:41])[NH:40][C:35]=2[CH:34]=[CH:33][CH:32]=1, predict the reaction product. The product is: [O:41]=[C:39]1[NH:40][C:35]2[CH:34]=[CH:33][CH:32]=[C:26]([NH:25][C:23]([NH:13][CH2:12][C:11]3[C:6]([N:1]4[CH2:5][CH2:4][CH2:3][CH2:2]4)=[N:7][C:8]([C:14]([F:17])([F:15])[F:16])=[CH:9][CH:10]=3)=[O:24])[C:27]=2[O:37][CH2:38]1. (7) Given the reactants [N:1]1[CH:6]=[CH:5][CH:4]=[CH:3][C:2]=1[C:7]([NH:9][C:10]1[C:11]([C:21]([OH:23])=O)=[N:12][N:13]([CH:15]2[CH2:20][CH2:19][CH2:18][CH2:17][O:16]2)[CH:14]=1)=[O:8].Cl.[F:25][C:26]([F:31])([F:30])[CH2:27][CH2:28][NH2:29].CCN=C=NCCCN(C)C.C1C=CC2N(O)N=NC=2C=1.C(N(CC)CC)C.C(=O)([O-])O.[Na+], predict the reaction product. The product is: [O:16]1[CH2:17][CH2:18][CH2:19][CH2:20][CH:15]1[N:13]1[CH:14]=[C:10]([NH:9][C:7]([C:2]2[CH:3]=[CH:4][CH:5]=[CH:6][N:1]=2)=[O:8])[C:11]([C:21]([NH:29][CH2:28][CH2:27][C:26]([F:31])([F:30])[F:25])=[O:23])=[N:12]1. (8) Given the reactants O=[C:2]1[CH2:7][CH2:6][CH2:5][CH2:4][CH:3]1[NH:8][C:9]([C:11]1[S:12][C:13]2[C:19]([N:20]3[CH2:25][CH2:24][O:23][CH2:22][CH2:21]3)=[CH:18][CH:17]=[C:16]([O:26][CH3:27])[C:14]=2[N:15]=1)=O.FC(F)(F)C([O-])=O.[NH4+:35], predict the reaction product. The product is: [CH3:27][O:26][C:16]1[C:14]2[N:15]=[C:11]([C:9]3[NH:35][C:2]4[CH2:7][CH2:6][CH2:5][CH2:4][C:3]=4[N:8]=3)[S:12][C:13]=2[C:19]([N:20]2[CH2:21][CH2:22][O:23][CH2:24][CH2:25]2)=[CH:18][CH:17]=1. (9) Given the reactants [CH3:1][C:2]1[C:3](O)=[N:4][CH:5]=[N:6][C:7]=1[CH2:8][O:9][CH3:10].P(Cl)(Cl)([Cl:14])=O, predict the reaction product. The product is: [Cl:14][C:3]1[C:2]([CH3:1])=[C:7]([CH2:8][O:9][CH3:10])[N:6]=[CH:5][N:4]=1.